Dataset: CYP3A4 inhibition data for predicting drug metabolism from PubChem BioAssay. Task: Regression/Classification. Given a drug SMILES string, predict its absorption, distribution, metabolism, or excretion properties. Task type varies by dataset: regression for continuous measurements (e.g., permeability, clearance, half-life) or binary classification for categorical outcomes (e.g., BBB penetration, CYP inhibition). Dataset: cyp3a4_veith. (1) The drug is Cc1ccc(S(=O)(=O)N[C@H]2COC(=O)C/C=C\[C@H](C)[C@@H](NS(=O)(=O)c3ccc(C)cc3)COC(=O)C/C=C\[C@@H]2C)cc1. The result is 1 (inhibitor). (2) The drug is CCOC(=O)c1ccc(NC(=O)COc2ccccc2OC)cc1. The result is 1 (inhibitor). (3) The drug is O=c1[nH]c(=S)[nH]c2c1CN(CCCN1CCOCC1)CN2. The result is 0 (non-inhibitor). (4) The compound is CN1CCc2ccccc2[C@@H]1Cc1ccccc1NC(=O)c1sc2ccccc2c1Cl. The result is 1 (inhibitor). (5) The molecule is Cc1cccc(CNc2nc(-c3c(C)noc3C)nc3ccccc23)c1. The result is 1 (inhibitor). (6) The compound is CN(C)CCNC(=O)C1CCCNC1=O. The result is 0 (non-inhibitor). (7) The compound is Cc1cccc(OCCCC(=O)Nc2ccccc2C(F)(F)F)c1. The result is 1 (inhibitor). (8) The drug is COc1ccc(-n2c(=O)cnc3cnc(Oc4cccc(Cl)c4)nc32)cc1. The result is 1 (inhibitor). (9) The molecule is O=C1CCc2cc(OCCCCc3nnnn3C3CCCCC3)ccc2N1. The result is 1 (inhibitor).